Dataset: NCI-60 drug combinations with 297,098 pairs across 59 cell lines. Task: Regression. Given two drug SMILES strings and cell line genomic features, predict the synergy score measuring deviation from expected non-interaction effect. Drug 1: C1=CC(=CC=C1C#N)C(C2=CC=C(C=C2)C#N)N3C=NC=N3. Drug 2: CC1CCCC2(C(O2)CC(NC(=O)CC(C(C(=O)C(C1O)C)(C)C)O)C(=CC3=CSC(=N3)C)C)C. Cell line: OVCAR3. Synergy scores: CSS=45.1, Synergy_ZIP=0.902, Synergy_Bliss=-1.54, Synergy_Loewe=0.448, Synergy_HSA=0.620.